This data is from Forward reaction prediction with 1.9M reactions from USPTO patents (1976-2016). The task is: Predict the product of the given reaction. (1) Given the reactants [Cl:1][C:2]1[CH:3]=[C:4]([CH:14]=[CH:15][CH:16]=1)[CH2:5][O:6][C:7]1[CH:8]=[C:9]([CH:11]=[CH:12][CH:13]=1)[NH2:10].O.C1COCC1.[Cl:23][C:24]1[CH:25]=[C:26](/[CH:30]=[CH:31]/[S:32](Cl)(=[O:34])=[O:33])[CH:27]=[CH:28][CH:29]=1.C([O-])([O-])=O.[Na+].[Na+], predict the reaction product. The product is: [Cl:1][C:2]1[CH:3]=[C:4]([CH:14]=[CH:15][CH:16]=1)[CH2:5][O:6][C:7]1[CH:8]=[C:9]([NH:10][S:32](/[CH:31]=[CH:30]/[C:26]2[CH:27]=[CH:28][CH:29]=[C:24]([Cl:23])[CH:25]=2)(=[O:33])=[O:34])[CH:11]=[CH:12][CH:13]=1. (2) The product is: [OH:8][C:9]1([C:2]2[CH:3]=[N:4][CH:5]=[CH:6][CH:7]=2)[C@@H:16]2[C@@H:12]([CH2:13][N:14]([C:17]([O:19][C:20]([CH3:23])([CH3:22])[CH3:21])=[O:18])[CH2:15]2)[CH2:11][CH2:10]1. Given the reactants Br[C:2]1[CH:3]=[N:4][CH:5]=[CH:6][CH:7]=1.[O:8]=[C:9]1[C@@H:16]2[C@@H:12]([CH2:13][N:14]([C:17]([O:19][C:20]([CH3:23])([CH3:22])[CH3:21])=[O:18])[CH2:15]2)[CH2:11][CH2:10]1, predict the reaction product. (3) Given the reactants Br[C:2]1[CH:7]=[CH:6][CH:5]=[C:4]([CH:8]([CH3:10])[CH3:9])[CH:3]=1.[C:11]([O:15][CH3:16])(=[O:14])[CH:12]=[CH2:13].C(N(CC)CC)C.C1(C)C=CC=CC=1P(C1C=CC=CC=1C)C1C=CC=CC=1C, predict the reaction product. The product is: [CH3:16][O:15][C:11](=[O:14])/[CH:12]=[CH:13]/[C:2]1[CH:7]=[CH:6][CH:5]=[C:4]([CH:8]([CH3:10])[CH3:9])[CH:3]=1. (4) Given the reactants C[O:2][C:3](=[O:34])[CH:4]([NH:12][C:13]([C:15]1[CH:19]=[C:18]([C:20]2[CH:25]=[CH:24][C:23]([O:26][CH2:27][C:28]3[CH:33]=[CH:32][CH:31]=[CH:30][CH:29]=3)=[CH:22][CH:21]=2)[NH:17][N:16]=1)=[O:14])[CH2:5][C:6]1[CH:11]=[CH:10][CH:9]=[CH:8][CH:7]=1.O.[OH-].[Li+], predict the reaction product. The product is: [CH2:27]([O:26][C:23]1[CH:22]=[CH:21][C:20]([C:18]2[NH:17][N:16]=[C:15]([C:13]([NH:12][CH:4]([CH2:5][C:6]3[CH:7]=[CH:8][CH:9]=[CH:10][CH:11]=3)[C:3]([OH:34])=[O:2])=[O:14])[CH:19]=2)=[CH:25][CH:24]=1)[C:28]1[CH:29]=[CH:30][CH:31]=[CH:32][CH:33]=1. (5) Given the reactants Cl.[N:2]1[CH:7]=[CH:6][CH:5]=[C:4]([S:8]([Cl:11])(=[O:10])=[O:9])[CH:3]=1, predict the reaction product. The product is: [N:2]1[CH:7]=[CH:6][CH:5]=[C:4]([S:8]([Cl:11])(=[O:10])=[O:9])[CH:3]=1. (6) Given the reactants C[O:2][C:3]([C:5]1[CH:6]=[C:7]([I:15])[CH:8]=[C:9]2[C:14]=1[O:13][CH2:12][CH:11]=[CH:10]2)=[O:4], predict the reaction product. The product is: [I:15][C:7]1[CH:8]=[C:9]2[C:14](=[C:5]([C:3]([OH:4])=[O:2])[CH:6]=1)[O:13][CH2:12][CH:11]=[CH:10]2. (7) Given the reactants Cl[C:2]1[C:7]2[N:8]=[C:9]([CH3:11])[S:10][C:6]=2[C:5](I)=[CH:4][N:3]=1.[N:13]1[CH:18]=[C:17](B(O)O)[CH:16]=[N:15][CH:14]=1.[CH3:22][C:23]1[CH:28]=[C:27]([NH2:29])[CH:26]=[CH:25][N:24]=1, predict the reaction product. The product is: [CH3:22][C:23]1[CH:28]=[C:27]([NH:29][C:2]2[C:7]3[N:8]=[C:9]([CH3:11])[S:10][C:6]=3[C:5]([C:17]3[CH:18]=[N:13][CH:14]=[N:15][CH:16]=3)=[CH:4][N:3]=2)[CH:26]=[CH:25][N:24]=1.